This data is from Forward reaction prediction with 1.9M reactions from USPTO patents (1976-2016). The task is: Predict the product of the given reaction. (1) Given the reactants C(OC(=O)[NH:7][C:8]1[CH:13]=[C:12]([N:14]([CH3:16])[CH3:15])[C:11]([Cl:17])=[CH:10][C:9]=1[NH:18][C:19](=[O:34])[CH2:20][C:21](=O)[C:22]1[CH:27]=[CH:26][CH:25]=[C:24]([N:28]2[CH:32]=[N:31][CH:30]=[N:29]2)[CH:23]=1)(C)(C)C.C(O)(C(F)(F)F)=O, predict the reaction product. The product is: [Cl:17][C:11]1[C:12]([N:14]([CH3:16])[CH3:15])=[CH:13][C:8]2[N:7]=[C:21]([C:22]3[CH:27]=[CH:26][CH:25]=[C:24]([N:28]4[CH:32]=[N:31][CH:30]=[N:29]4)[CH:23]=3)[CH2:20][C:19](=[O:34])[NH:18][C:9]=2[CH:10]=1. (2) Given the reactants [F:1][C:2]1[CH:7]=[CH:6][CH:5]=[CH:4][C:3]=1[CH2:8][C:9]([OH:11])=O.[C:12](Cl)(=O)[C:13](Cl)=O.[Cl-].[Al+3].[Cl-].[Cl-].Cl, predict the reaction product. The product is: [F:1][C:2]1[CH:7]=[CH:6][CH:5]=[C:4]2[C:3]=1[CH2:8][C:9](=[O:11])[CH2:13][CH2:12]2. (3) The product is: [CH:47]1([CH2:46][N:13]2[C:12]3[C:7](=[N:8][C:9]([C:16]4[C:24]5[C:19](=[N:20][CH:21]=[CH:22][CH:23]=5)[N:18]([CH2:25][C:26]5[CH:31]=[CH:30][CH:29]=[CH:28][C:27]=5[F:32])[N:17]=4)=[N:10][CH:11]=3)[N:6]([CH2:5][C:4]3[CH:33]=[CH:34][C:35]([O:37][CH3:38])=[CH:36][C:3]=3[O:2][CH3:1])[C:14]2=[O:15])[CH2:49][CH2:48]1. Given the reactants [CH3:1][O:2][C:3]1[CH:36]=[C:35]([O:37][CH3:38])[CH:34]=[CH:33][C:4]=1[CH2:5][N:6]1[C:14](=[O:15])[NH:13][C:12]2[C:7]1=[N:8][C:9]([C:16]1[C:24]3[C:19](=[N:20][CH:21]=[CH:22][CH:23]=3)[N:18]([CH2:25][C:26]3[CH:31]=[CH:30][CH:29]=[CH:28][C:27]=3[F:32])[N:17]=1)=[N:10][CH:11]=2.C(=O)([O-])[O-].[Cs+].[Cs+].Br[CH2:46][CH:47]1[CH2:49][CH2:48]1.O, predict the reaction product. (4) Given the reactants [Cl:1][C:2]1[CH:27]=[CH:26][CH:25]=[C:24]([Cl:28])[C:3]=1[CH2:4][N:5]1[CH2:10][CH2:9][N:8]([C:11]2[CH:12]=[CH:13][C:14]3[O:18][C:17]([C:19]([OH:21])=O)=[CH:16][C:15]=3[C:22]=2[CH3:23])[CH2:7][CH2:6]1.C(N(C(C)C)CC)(C)C.[NH:38]1[CH2:43][CH2:42][O:41][CH2:40][CH2:39]1.F[P-](F)(F)(F)(F)F.N1(O[P+](N(C)C)(N(C)C)N(C)C)C2C=CC=CC=2N=N1, predict the reaction product. The product is: [Cl:28][C:24]1[CH:25]=[CH:26][CH:27]=[C:2]([Cl:1])[C:3]=1[CH2:4][N:5]1[CH2:10][CH2:9][N:8]([C:11]2[CH:12]=[CH:13][C:14]3[O:18][C:17]([C:19]([N:38]4[CH2:43][CH2:42][O:41][CH2:40][CH2:39]4)=[O:21])=[CH:16][C:15]=3[C:22]=2[CH3:23])[CH2:7][CH2:6]1. (5) Given the reactants [NH2:1][C:2]1[CH:3]=[C:4]([N:8]2[C:12]3=[N:13][CH:14]=[N:15][C:16]([NH2:17])=[C:11]3[CH:10]=[N:9]2)[CH:5]=[CH:6][CH:7]=1.[Cl:18][C:19]1[CH:24]=[CH:23][C:22]([S:25](Cl)(=[O:27])=[O:26])=[CH:21][CH:20]=1.C(N(C(C)C)CC)(C)C.CN(C=O)C, predict the reaction product. The product is: [NH2:17][C:16]1[N:15]=[CH:14][N:13]=[C:12]2[N:8]([C:4]3[CH:3]=[C:2]([NH:1][S:25]([C:22]4[CH:23]=[CH:24][C:19]([Cl:18])=[CH:20][CH:21]=4)(=[O:27])=[O:26])[CH:7]=[CH:6][CH:5]=3)[N:9]=[CH:10][C:11]=12.